From a dataset of Reaction yield outcomes from USPTO patents with 853,638 reactions. Predict the reaction yield, written as a fraction of the theoretical maximum amount of product (1.0 means a 100% yield; for example, 0.34 means a 34% yield). (1) The reactants are Br[C:2]1[N:3]=[C:4]2[C:10]3[CH:11]=[CH:12][CH:13]=[CH:14][C:9]=3[NH:8][C:7]3[N:15]=[CH:16][CH:17]=[CH:18][C:6]=3[N:5]2[C:19]=1[C:20]1[CH:25]=[CH:24][C:23]([C:26]2([NH:30]C(=O)OC(C)(C)C)[CH2:29][CH2:28][CH2:27]2)=[CH:22][CH:21]=1.[CH3:38][N:39](C=O)C. The catalyst is C1C=CC([P]([Pd]([P](C2C=CC=CC=2)(C2C=CC=CC=2)C2C=CC=CC=2)([P](C2C=CC=CC=2)(C2C=CC=CC=2)C2C=CC=CC=2)[P](C2C=CC=CC=2)(C2C=CC=CC=2)C2C=CC=CC=2)(C2C=CC=CC=2)C2C=CC=CC=2)=CC=1.[C-]#N.[Zn+2].[C-]#N. The product is [NH2:30][C:26]1([C:23]2[CH:22]=[CH:21][C:20]([C:19]3[N:5]4[C:6]5[CH:18]=[CH:17][CH:16]=[N:15][C:7]=5[NH:8][C:9]5[CH:14]=[CH:13][CH:12]=[CH:11][C:10]=5[C:4]4=[N:3][C:2]=3[C:38]#[N:39])=[CH:25][CH:24]=2)[CH2:29][CH2:28][CH2:27]1. The yield is 0.0800. (2) The reactants are [C:1](#[N:8])[C:2]1[CH:7]=[CH:6][CH:5]=[CH:4][CH:3]=1.S(=O)(=O)(O)[OH:10].[C:14]([OH:17])(=[O:16])[CH3:15].[C:18]([OH:21])(=[O:20])[CH3:19].[CH2:22]([C:42]1[C:47]([OH:48])=[C:46]([CH3:49])[C:45]([CH3:50])=[C:44]([OH:51])[C:43]=1[CH3:52])/[CH:23]=[C:24](/[CH2:26][CH2:27][CH2:28][C@@H:29]([CH2:31][CH2:32][CH2:33][C@@H:34]([CH2:36][CH2:37][CH2:38][CH:39]([CH3:41])[CH3:40])[CH3:35])[CH3:30])\[CH3:25]. The catalyst is C(O)(=O)C. The product is [C:14]([OH:17])(=[O:16])[CH3:15].[C:18]([OH:21])(=[O:20])[CH3:19].[CH3:49][C:46]1[C:47]([OH:48])=[C:42]([CH2:22][CH2:23][C:24]([CH3:25])([NH:8][C:1](=[O:10])[C:2]2[CH:7]=[CH:6][CH:5]=[CH:4][CH:3]=2)[CH2:26][CH2:27][CH2:28][CH:29]([CH3:30])[CH2:31][CH2:32][CH2:33][CH:34]([CH3:35])[CH2:36][CH2:37][CH2:38][CH:39]([CH3:40])[CH3:41])[C:43]([CH3:52])=[C:44]([OH:51])[C:45]=1[CH3:50]. The yield is 0.880.